Dataset: Reaction yield outcomes from USPTO patents with 853,638 reactions. Task: Predict the reaction yield, written as a fraction of the theoretical maximum amount of product (1.0 means a 100% yield; for example, 0.34 means a 34% yield). (1) The product is [N:5]1[CH:6]=[CH:7][CH:8]=[C:3]([CH:2]([C:9]2[CH:10]=[N:11][CH:12]=[CH:13][CH:14]=2)[N:18]2[CH2:17][CH2:16][N:15]([C:21]([O:23][C:24]([CH3:27])([CH3:26])[CH3:25])=[O:22])[CH2:20][CH2:19]2)[CH:4]=1. The reactants are Cl[CH:2]([C:9]1[CH:10]=[N:11][CH:12]=[CH:13][CH:14]=1)[C:3]1[CH:4]=[N:5][CH:6]=[CH:7][CH:8]=1.[N:15]1([C:21]([O:23][C:24]([CH3:27])([CH3:26])[CH3:25])=[O:22])[CH2:20][CH2:19][NH:18][CH2:17][CH2:16]1. The catalyst is C(#N)C. The yield is 0.310. (2) The reactants are [NH2:1][C:2]1[CH:7]=[CH:6][C:5]([I:8])=[CH:4][N:3]=1.C([O:11][CH:12]=[C:13]([C:19](OCC)=O)[C:14]([O:16][CH2:17][CH3:18])=[O:15])C.C1(OC2C=CC=CC=2)C=CC=CC=1. No catalyst specified. The product is [I:8][C:5]1[CH:6]=[CH:7][C:2]2[N:3]([CH:4]=1)[C:12](=[O:11])[C:13]([C:14]([O:16][CH2:17][CH3:18])=[O:15])=[CH:19][N:1]=2. The yield is 0.320. (3) The reactants are [CH:1]1([CH2:6][CH:7]([C:11]2[CH:16]=[CH:15][C:14]([O:17][C:18]3[CH:23]=[CH:22][CH:21]=[CH:20][CH:19]=3)=[CH:13][CH:12]=2)[C:8]([NH2:10])=[O:9])[CH2:5][CH2:4][CH2:3][CH2:2]1.[CH3:24][N:25]=[C:26]=[O:27]. The catalyst is C1(C)C=CC=CC=1. The product is [CH:1]1([CH2:6][CH:7]([C:11]2[CH:12]=[CH:13][C:14]([O:17][C:18]3[CH:23]=[CH:22][CH:21]=[CH:20][CH:19]=3)=[CH:15][CH:16]=2)[C:8]([NH:10][C:26]([NH:25][CH3:24])=[O:27])=[O:9])[CH2:5][CH2:4][CH2:3][CH2:2]1. The yield is 0.690. (4) The reactants are C([NH:9][C:10](=[S:32])[NH:11][C:12]1[C:17]([O:18][C:19]2[CH:20]=[C:21]([CH:27]=[CH:28][C:29]=2[Cl:30])[C:22]([O:24][CH2:25][CH3:26])=[O:23])=[CH:16][C:15]([Br:31])=[CH:14][N:13]=1)(=O)C1C=CC=CC=1.C([O-])([O-])=O.[K+].[K+]. The catalyst is C(O)C. The product is [Br:31][C:15]1[CH:16]=[C:17]([O:18][C:19]2[CH:20]=[C:21]([CH:27]=[CH:28][C:29]=2[Cl:30])[C:22]([O:24][CH2:25][CH3:26])=[O:23])[C:12]([NH:11][C:10]([NH2:9])=[S:32])=[N:13][CH:14]=1. The yield is 0.262. (5) The reactants are [F:1][C:2]([F:29])([F:28])[O:3][C:4]1[CH:9]=[CH:8][C:7]([N:10]2[CH:14]=[N:13][C:12]([C:15]3[CH:20]=[CH:19][C:18](/[CH:21]=[CH:22]/[C:23]([O:25]CC)=[O:24])=[CH:17][CH:16]=3)=[N:11]2)=[CH:6][CH:5]=1.[OH-].[Na+].Cl. The catalyst is CO.C(#N)C. The product is [F:29][C:2]([F:1])([F:28])[O:3][C:4]1[CH:9]=[CH:8][C:7]([N:10]2[CH:14]=[N:13][C:12]([C:15]3[CH:20]=[CH:19][C:18](/[CH:21]=[CH:22]/[C:23]([OH:25])=[O:24])=[CH:17][CH:16]=3)=[N:11]2)=[CH:6][CH:5]=1. The yield is 0.940.